Dataset: Forward reaction prediction with 1.9M reactions from USPTO patents (1976-2016). Task: Predict the product of the given reaction. (1) Given the reactants [Cl:1][C:2]1[N:7]=[C:6]([NH:8][CH2:9][CH2:10][NH:11][C:12](=[O:18])[O:13][C:14]([CH3:17])([CH3:16])[CH3:15])[C:5]([C:19]#[C:20][CH:21]([O:25]CC)[O:22]CC)=[CH:4][N:3]=1.[CH3:28][CH2:29][CH2:30]C[N+](CCCC)(CCCC)CCCC.[F-].OOS([O-])=O.[K+], predict the reaction product. The product is: [C:14]([O:13][C:12]([NH:11][CH2:10][CH:9]([N:8]1[C:6]2[N:7]=[C:2]([Cl:1])[N:3]=[CH:4][C:5]=2[CH:19]=[C:20]1[C:21]([OH:22])=[O:25])[CH:29]([CH3:30])[CH3:28])=[O:18])([CH3:15])([CH3:16])[CH3:17]. (2) Given the reactants [Br:1][C:2]1[C:3]([F:32])=[C:4]([F:31])[CH:5]=[C:6]2[C:11]=1[N:10]([C:12]1[C:17]([F:18])=[CH:16][C:15]([F:19])=[C:14]([NH:20]C(C)(C)C)[N:13]=1)[CH:9]=[C:8]([C:25]([O:27]CC)=[O:26])[C:7]2=[O:30].Cl.C(O)(=O)C, predict the reaction product. The product is: [NH2:20][C:14]1[N:13]=[C:12]([N:10]2[C:11]3[C:6](=[CH:5][C:4]([F:31])=[C:3]([F:32])[C:2]=3[Br:1])[C:7](=[O:30])[C:8]([C:25]([OH:27])=[O:26])=[CH:9]2)[C:17]([F:18])=[CH:16][C:15]=1[F:19].